Task: Regression. Given two drug SMILES strings and cell line genomic features, predict the synergy score measuring deviation from expected non-interaction effect.. Dataset: NCI-60 drug combinations with 297,098 pairs across 59 cell lines (1) Drug 1: CC1CCC2CC(C(=CC=CC=CC(CC(C(=O)C(C(C(=CC(C(=O)CC(OC(=O)C3CCCCN3C(=O)C(=O)C1(O2)O)C(C)CC4CCC(C(C4)OC)OCCO)C)C)O)OC)C)C)C)OC. Drug 2: CN1C2=C(C=C(C=C2)N(CCCl)CCCl)N=C1CCCC(=O)O.Cl. Cell line: UACC-257. Synergy scores: CSS=1.54, Synergy_ZIP=-1.11, Synergy_Bliss=-0.721, Synergy_Loewe=-2.11, Synergy_HSA=-1.14. (2) Drug 1: C1C(C(OC1N2C=C(C(=O)NC2=O)F)CO)O. Drug 2: CCC(=C(C1=CC=CC=C1)C2=CC=C(C=C2)OCCN(C)C)C3=CC=CC=C3.C(C(=O)O)C(CC(=O)O)(C(=O)O)O. Cell line: T-47D. Synergy scores: CSS=19.8, Synergy_ZIP=0.803, Synergy_Bliss=3.31, Synergy_Loewe=5.58, Synergy_HSA=5.56. (3) Drug 1: CCCS(=O)(=O)NC1=C(C(=C(C=C1)F)C(=O)C2=CNC3=C2C=C(C=N3)C4=CC=C(C=C4)Cl)F. Drug 2: CC1=C2C(C(=O)C3(C(CC4C(C3C(C(C2(C)C)(CC1OC(=O)C(C(C5=CC=CC=C5)NC(=O)C6=CC=CC=C6)O)O)OC(=O)C7=CC=CC=C7)(CO4)OC(=O)C)O)C)OC(=O)C. Cell line: UO-31. Synergy scores: CSS=31.0, Synergy_ZIP=-0.0545, Synergy_Bliss=10.3, Synergy_Loewe=12.0, Synergy_HSA=12.0. (4) Drug 1: CN(C(=O)NC(C=O)C(C(C(CO)O)O)O)N=O. Drug 2: C1CNP(=O)(OC1)N(CCCl)CCCl. Cell line: M14. Synergy scores: CSS=-1.84, Synergy_ZIP=0.565, Synergy_Bliss=0.713, Synergy_Loewe=-1.22, Synergy_HSA=-1.38. (5) Drug 1: CC1OCC2C(O1)C(C(C(O2)OC3C4COC(=O)C4C(C5=CC6=C(C=C35)OCO6)C7=CC(=C(C(=C7)OC)O)OC)O)O. Drug 2: C1C(C(OC1N2C=NC3=C(N=C(N=C32)Cl)N)CO)O. Cell line: T-47D. Synergy scores: CSS=32.3, Synergy_ZIP=-9.50, Synergy_Bliss=0.559, Synergy_Loewe=-0.354, Synergy_HSA=0.433.